The task is: Regression. Given a peptide amino acid sequence and an MHC pseudo amino acid sequence, predict their binding affinity value. This is MHC class II binding data.. This data is from Peptide-MHC class II binding affinity with 134,281 pairs from IEDB. (1) The peptide sequence is PKISFEPIPIHYCAPAGFAI. The MHC is DRB5_0101 with pseudo-sequence DRB5_0101. The binding affinity (normalized) is 0.386. (2) The peptide sequence is EPLQGPFNFRFLTEKGMKNV. The MHC is DRB1_0405 with pseudo-sequence DRB1_0405. The binding affinity (normalized) is 0.527. (3) The peptide sequence is LSYRSLQPETFAVVD. The MHC is DRB1_0401 with pseudo-sequence DRB1_0401. The binding affinity (normalized) is 0.426. (4) The peptide sequence is GINTRNMTMSMSMIL. The MHC is DRB1_0802 with pseudo-sequence DRB1_0802. The binding affinity (normalized) is 0.159. (5) The peptide sequence is VAAEMAEALRGLPIRY. The MHC is DRB3_0101 with pseudo-sequence DRB3_0101. The binding affinity (normalized) is 0.